From a dataset of Full USPTO retrosynthesis dataset with 1.9M reactions from patents (1976-2016). Predict the reactants needed to synthesize the given product. (1) Given the product [CH3:28][S:29]([O:17][CH2:16][CH2:15][C:12]1[CH:11]=[CH:10][C:9]([CH2:1][CH2:2][CH2:3][CH2:4][CH2:5][CH2:6][CH2:7][CH3:8])=[CH:14][CH:13]=1)(=[O:31])=[O:30], predict the reactants needed to synthesize it. The reactants are: [CH2:1]([C:9]1[CH:14]=[CH:13][C:12]([CH2:15][CH2:16][OH:17])=[CH:11][CH:10]=1)[CH2:2][CH2:3][CH2:4][CH2:5][CH2:6][CH2:7][CH3:8].ClCCl.C(N(CC)CC)C.[CH3:28][S:29](Cl)(=[O:31])=[O:30]. (2) Given the product [CH2:13]([C:15]([CH2:24][OH:25])([CH2:20][CH2:21][CH2:22][CH3:23])[C:16]([O:18][CH3:19])=[O:17])[CH3:14], predict the reactants needed to synthesize it. The reactants are: C(NC(C)C)(C)C.C([Li])CCC.[CH2:13]([CH:15]([CH2:20][CH2:21][CH2:22][CH3:23])[C:16]([O:18][CH3:19])=[O:17])[CH3:14].[CH2:24]=[O:25]. (3) The reactants are: [O-]CC.[Na+].ClCC1OC([C:12]2[CH:17]=[CH:16][C:15]([C:18]3[C:23]([CH3:24])=[C:22]([F:25])[CH:21]=[C:20]([C:26]([NH:28]C4CC4)=[O:27])[CH:19]=3)=[CH:14][CH:13]=2)=NN=1. Given the product [F:25][C:22]1[CH:21]=[C:20]([C:26]([NH2:28])=[O:27])[CH:19]=[C:18]([C:15]2[CH:16]=[CH:17][CH:12]=[CH:13][CH:14]=2)[C:23]=1[CH3:24], predict the reactants needed to synthesize it. (4) The reactants are: [CH3:13][C:12]([O:11][C:9](O[C:9]([O:11][C:12]([CH3:15])([CH3:14])[CH3:13])=[O:10])=[O:10])([CH3:15])[CH3:14].[CH3:16][NH:17][CH2:18][CH2:19][C:20]#[N:21]. Given the product [C:20]([CH2:19][CH2:18][N:17]([CH3:16])[C:9](=[O:10])[O:11][C:12]([CH3:13])([CH3:14])[CH3:15])#[N:21], predict the reactants needed to synthesize it. (5) Given the product [CH2:10]([C:4]1[CH:3]=[C:2]([C:17]2[S:21][CH:20]=[N:19][CH:18]=2)[CH:9]=[CH:8][C:5]=1[NH:6][CH3:7])[CH3:11], predict the reactants needed to synthesize it. The reactants are: Br[C:2]1[CH:9]=[CH:8][C:5]([NH:6][CH3:7])=[C:4]([CH2:10][CH3:11])[CH:3]=1.C([Sn](CCCC)(CCCC)[C:17]1[S:21][CH:20]=[N:19][CH:18]=1)CCC.[F-].[Cs+]. (6) Given the product [CH:1]1([N:4]2[C:8]3[C:9]([O:23][C@@H:25]([C@H:27]4[CH2:31][N:30]([C@@H:32]([C:34]5[CH:35]=[CH:36][C:37]([O:40][CH3:41])=[CH:38][CH:39]=5)[CH3:33])[C:29](=[O:42])[CH2:28]4)[CH3:26])=[N:10][C:11]([C:13]4[CH:18]=[CH:17][C:16]([O:19][CH3:20])=[C:15]([O:21][CH3:22])[CH:14]=4)=[CH:12][C:7]=3[N:6]=[CH:5]2)[CH2:2][CH2:3]1, predict the reactants needed to synthesize it. The reactants are: [CH:1]1([N:4]2[C:8]3[C:9](=[O:23])[NH:10][C:11]([C:13]4[CH:18]=[CH:17][C:16]([O:19][CH3:20])=[C:15]([O:21][CH3:22])[CH:14]=4)=[CH:12][C:7]=3[N:6]=[CH:5]2)[CH2:3][CH2:2]1.O[C@H:25]([C@H:27]1[CH2:31][N:30]([C@@H:32]([C:34]2[CH:39]=[CH:38][C:37]([O:40][CH3:41])=[CH:36][CH:35]=2)[CH3:33])[C:29](=[O:42])[CH2:28]1)[CH3:26].C1C=CC(P(C2C=CC=CC=2)C2C=CC=CC=2)=CC=1.CCOC(/N=N/C(OCC)=O)=O. (7) The reactants are: [CH3:1][O:2][C:3]1[N:8]=[CH:7][C:6]([N:9]2[C:13]([C:14]3[CH:19]=[CH:18][CH:17]=[CH:16][N:15]=3)=[CH:12][C:11]([C:20]([OH:22])=O)=[N:10]2)=[CH:5][CH:4]=1.[C:23]([NH2:27])([CH3:26])([CH3:25])[CH3:24]. Given the product [C:23]([NH:27][C:20]([C:11]1[CH:12]=[C:13]([C:14]2[CH:19]=[CH:18][CH:17]=[CH:16][N:15]=2)[N:9]([C:6]2[CH:7]=[N:8][C:3]([O:2][CH3:1])=[CH:4][CH:5]=2)[N:10]=1)=[O:22])([CH3:26])([CH3:25])[CH3:24], predict the reactants needed to synthesize it.